This data is from Retrosynthesis with 50K atom-mapped reactions and 10 reaction types from USPTO. The task is: Predict the reactants needed to synthesize the given product. (1) Given the product CS(=O)(=O)c1ccc(C(CC2CCCCO2)C(=O)Nc2cnccn2)cc1C(F)(F)F, predict the reactants needed to synthesize it. The reactants are: CS(=O)(=O)c1ccc(C(CC2CCCCO2)C(=O)O)cc1C(F)(F)F.Nc1cnccn1. (2) Given the product S=C(NCCCN1CCN(Cc2ccc(Cl)cc2)CC1)NC1CCCCC1, predict the reactants needed to synthesize it. The reactants are: NCCCN1CCN(Cc2ccc(Cl)cc2)CC1.S=C=NC1CCCCC1. (3) Given the product CC#CC(=O)NCCOc1cccc(Nc2cc(-c3cc(F)cc(-n4ncc5c6c(sc5c4=O)CCCC6)c3COC(C)=O)cn(C)c2=O)n1, predict the reactants needed to synthesize it. The reactants are: CC#CC(=O)NCCOc1cccc(Nc2cc(Br)cn(C)c2=O)n1.CC(=O)OCc1c(B2OC(C)(C)C(C)(C)O2)cc(F)cc1-n1ncc2c3c(sc2c1=O)CCCC3. (4) Given the product CC(C)(C)NC(=O)[C@H](Cc1ccc(OCc2ccccc2)cc1)NC(=O)C1(c2ccccc2)CCCC1, predict the reactants needed to synthesize it. The reactants are: CC(C)(C)NC(=O)[C@@H](N)Cc1ccc(OCc2ccccc2)cc1.O=C(O)C1(c2ccccc2)CCCC1. (5) Given the product CN1Cc2ccc(Cl)nc2O[C@H](c2ccccc2)C1, predict the reactants needed to synthesize it. The reactants are: C=O.Clc1ccc2c(n1)O[C@H](c1ccccc1)CNC2. (6) Given the product CCN(C(=O)C1CCCN(C2CCN(C(=O)c3c(N)sc4c(OC)cccc34)CC2)C1)C(C)C, predict the reactants needed to synthesize it. The reactants are: CCN(C(=O)C1CCCN(C2CCNCC2)C1)C(C)C.COc1cccc2c(C(=O)O)c(N)sc12. (7) Given the product Brc1cccc(OC[C@@H]2CCCO2)c1, predict the reactants needed to synthesize it. The reactants are: OC[C@@H]1CCCO1.Oc1cccc(Br)c1.